Dataset: Reaction yield outcomes from USPTO patents with 853,638 reactions. Task: Predict the reaction yield, written as a fraction of the theoretical maximum amount of product (1.0 means a 100% yield; for example, 0.34 means a 34% yield). The product is [F:34][C:35]([F:40])([F:39])[C:36]([OH:38])=[O:37].[Cl:19][C:15]1[CH:14]=[C:13]([CH:12]2[C:11]([C:22]3[CH:27]=[CH:26][C:25]([Cl:28])=[CH:24][CH:23]=3)([C:20]#[N:21])[CH:10]([CH:29]([CH2:30][CH3:31])[CH2:32][CH3:33])[NH:9][CH:8]2[C:6]([OH:7])=[O:5])[CH:18]=[CH:17][CH:16]=1. The catalyst is ClCCl. The reactants are C([O:5][C:6]([CH:8]1[CH:12]([C:13]2[CH:18]=[CH:17][CH:16]=[C:15]([Cl:19])[CH:14]=2)[C:11]([C:22]2[CH:27]=[CH:26][C:25]([Cl:28])=[CH:24][CH:23]=2)([C:20]#[N:21])[CH:10]([CH:29]([CH2:32][CH3:33])[CH2:30][CH3:31])[NH:9]1)=[O:7])(C)(C)C.[F:34][C:35]([F:40])([F:39])[C:36]([OH:38])=[O:37]. The yield is 0.980.